From a dataset of Full USPTO retrosynthesis dataset with 1.9M reactions from patents (1976-2016). Predict the reactants needed to synthesize the given product. Given the product [N:1]1([CH2:5][CH2:6][N:7]2[CH:11]=[C:10]([C:12]3[CH:17]=[CH:16][N:15]=[C:14]([C:18]([F:21])([F:19])[F:20])[CH:13]=3)[N:9]=[C:8]2[CH:22]2[CH2:23][CH2:24][N:25]([C:29]3[C:34]4[O:35][CH2:36][CH2:37][NH:38][C:33]=4[N:32]=[CH:31][N:30]=3)[CH2:26][CH2:27]2)[CH2:2][CH2:3][CH2:4]1, predict the reactants needed to synthesize it. The reactants are: [N:1]1([CH2:5][CH2:6][N:7]2[CH:11]=[C:10]([C:12]3[CH:17]=[CH:16][N:15]=[C:14]([C:18]([F:21])([F:20])[F:19])[CH:13]=3)[N:9]=[C:8]2[CH:22]2[CH2:27][CH2:26][NH:25][CH2:24][CH2:23]2)[CH2:4][CH2:3][CH2:2]1.Cl[C:29]1[C:34]2[O:35][CH2:36][CH2:37][NH:38][C:33]=2[N:32]=[CH:31][N:30]=1.